This data is from Peptide-MHC class I binding affinity with 185,985 pairs from IEDB/IMGT. The task is: Regression. Given a peptide amino acid sequence and an MHC pseudo amino acid sequence, predict their binding affinity value. This is MHC class I binding data. (1) The peptide sequence is RELVRKTRF. The MHC is HLA-B27:05 with pseudo-sequence HLA-B27:05. The binding affinity (normalized) is 0.0847. (2) The peptide sequence is SDGTFKIGLH. The MHC is HLA-A31:01 with pseudo-sequence HLA-A31:01. The binding affinity (normalized) is 0.0301. (3) The peptide sequence is FIMFMLIFNV. The MHC is HLA-A02:03 with pseudo-sequence HLA-A02:03. The binding affinity (normalized) is 0.763. (4) The peptide sequence is NMAPEKVDF. The MHC is HLA-B08:02 with pseudo-sequence HLA-B08:02. The binding affinity (normalized) is 0.0847. (5) The peptide sequence is CIVNKFMSF. The MHC is HLA-B08:01 with pseudo-sequence HLA-B08:01. The binding affinity (normalized) is 0.621. (6) The peptide sequence is IPKSYAGPF. The MHC is HLA-B35:01 with pseudo-sequence HLA-B35:01. The binding affinity (normalized) is 0.224. (7) The peptide sequence is YIPFAEDAL. The MHC is HLA-B07:02 with pseudo-sequence HLA-B07:02. The binding affinity (normalized) is 0.111.